From a dataset of Full USPTO retrosynthesis dataset with 1.9M reactions from patents (1976-2016). Predict the reactants needed to synthesize the given product. (1) Given the product [Cl:23][C:18]1[CH:17]=[C:16]2[C:21]([CH:22]=[C:13]([C:11]3[C:10]([CH3:25])=[CH:9][C:8]([F:26])=[C:7]([NH:6][C:5]([NH:33][CH2:32][CH2:31][C:30]([F:35])([F:34])[F:29])=[O:27])[CH:12]=3)[C:14]([CH3:24])=[N:15]2)=[CH:20][N:19]=1, predict the reactants needed to synthesize it. The reactants are: C=C(O[C:5](=[O:27])[NH:6][C:7]1[CH:12]=[C:11]([C:13]2[C:14]([CH3:24])=[N:15][C:16]3[C:21]([CH:22]=2)=[CH:20][N:19]=[C:18]([Cl:23])[CH:17]=3)[C:10]([CH3:25])=[CH:9][C:8]=1[F:26])C.Cl.[F:29][C:30]([F:35])([F:34])[CH2:31][CH2:32][NH2:33].CN1CCCC1.O. (2) Given the product [C:32]([N:8]1[C:9]2[C:4](=[CH:3][C:2]([Br:1])=[CH:11][CH:10]=2)[C@H:5]([NH:15][C:16](=[O:25])[O:17][CH2:18][C:19]2[CH:20]=[CH:21][CH:22]=[CH:23][CH:24]=2)[C@@H:6]([CH3:14])[C@@H:7]1[CH2:12][CH3:13])(=[O:34])[CH3:33], predict the reactants needed to synthesize it. The reactants are: [Br:1][C:2]1[CH:3]=[C:4]2[C:9](=[CH:10][CH:11]=1)[NH:8][C@@H:7]([CH2:12][CH3:13])[C@H:6]([CH3:14])[C@H:5]2[NH:15][C:16](=[O:25])[O:17][CH2:18][C:19]1[CH:24]=[CH:23][CH:22]=[CH:21][CH:20]=1.N1C=CC=CC=1.[C:32](Cl)(=[O:34])[CH3:33].